From a dataset of Reaction yield outcomes from USPTO patents with 853,638 reactions. Predict the reaction yield, written as a fraction of the theoretical maximum amount of product (1.0 means a 100% yield; for example, 0.34 means a 34% yield). (1) The product is [Br:3][C:4]1[CH:5]=[C:6]([C:21]([OH:23])=[O:22])[CH:7]=[C:8]2[C:13]=1[O:12][C:11]([N:14]1[CH2:19][CH2:18][O:17][CH2:16][CH2:15]1)=[CH:10][C:9]2=[O:20]. The yield is 0.840. The reactants are [OH-].[Na+].[Br:3][C:4]1[CH:5]=[C:6]([C:21]([O:23]C)=[O:22])[CH:7]=[C:8]2[C:13]=1[O:12][C:11]([N:14]1[CH2:19][CH2:18][O:17][CH2:16][CH2:15]1)=[CH:10][C:9]2=[O:20].Cl. The catalyst is CO.O. (2) The reactants are [CH2:1]([O:3][C:4]([C:6]1[CH:7]=[C:8]2[C:13](=[CH:14][CH:15]=1)[NH:12][CH:11]([C:16]1[CH:21]=[CH:20][CH:19]=[C:18]([N+:22]([O-])=O)[CH:17]=1)[C:10]([CH3:26])([CH3:25])[CH2:9]2)=[O:5])[CH3:2]. The catalyst is C(O)C.Cl.[Fe]. The product is [CH2:1]([O:3][C:4]([C:6]1[CH:7]=[C:8]2[C:13](=[CH:14][CH:15]=1)[NH:12][CH:11]([C:16]1[CH:21]=[CH:20][CH:19]=[C:18]([NH2:22])[CH:17]=1)[C:10]([CH3:25])([CH3:26])[CH2:9]2)=[O:5])[CH3:2]. The yield is 0.950. (3) The reactants are C(N(CC)C(C1C=C(C2C=NN(CCCO)C=2)C=CC=1NC1C(C(F)(F)F)=CN=C(NC2C=CC(CP(=O)(O)OCC)=CC=2OC)N=1)=O)C.[Cl:50][C:51]1[CH:52]=[C:53]([CH:63]=[CH:64][C:65]=1[NH:66][C:67]1[N:72]=[C:71]([NH:73][C:74]2[C:75]([C:89](=[O:92])[NH:90][CH3:91])=[N:76][C:77]([C:80]3[CH:81]=[N:82][N:83]([CH2:85][CH2:86][CH2:87][OH:88])[CH:84]=3)=[CH:78][CH:79]=2)[C:70]([C:93]([F:96])([F:95])[F:94])=[CH:69][N:68]=1)[CH2:54][P:55](=[O:62])([O:59]CC)[O:56][CH2:57][CH3:58]. No catalyst specified. The product is [Cl:50][C:51]1[CH:52]=[C:53]([CH:63]=[CH:64][C:65]=1[NH:66][C:67]1[N:72]=[C:71]([NH:73][C:74]2[C:75]([C:89](=[O:92])[NH:90][CH3:91])=[N:76][C:77]([C:80]3[CH:81]=[N:82][N:83]([CH2:85][CH2:86][CH2:87][OH:88])[CH:84]=3)=[CH:78][CH:79]=2)[C:70]([C:93]([F:96])([F:94])[F:95])=[CH:69][N:68]=1)[CH2:54][P:55](=[O:59])([OH:62])[O:56][CH2:57][CH3:58]. The yield is 1.00. (4) The reactants are I[C:2]1[C:3]([CH3:18])=[N:4][N:5]([S:8]([C:11]2[CH:16]=[CH:15][C:14]([CH3:17])=[CH:13][CH:12]=2)(=[O:10])=[O:9])[C:6]=1[CH3:7].C([Mg]Cl)(C)C.CN([CH:27]=[O:28])C. The catalyst is C1COCC1. The product is [CH3:18][C:3]1[C:2]([CH:27]=[O:28])=[C:6]([CH3:7])[N:5]([S:8]([C:11]2[CH:16]=[CH:15][C:14]([CH3:17])=[CH:13][CH:12]=2)(=[O:10])=[O:9])[N:4]=1. The yield is 0.820. (5) The reactants are [Cl-].[Ce+3].[Cl-].[Cl-].[BH4-:5].[Na+].[O:7]1[C:11]2[CH:12]=[CH:13][C:14]([PH:16](=O)[C:17]3[CH:25]=[CH:24][C:20]4[O:21][CH2:22][O:23][C:19]=4[CH:18]=3)=[CH:15][C:10]=2[O:9][CH2:8]1.[H-].[Al+3].[Li+].[H-].[H-].[H-].Cl. The catalyst is C1COCC1.C1(C)C=CC=CC=1. The product is [O:7]1[C:11]2[CH:12]=[CH:13][C:14]([PH:16][C:17]3[CH:25]=[CH:24][C:20]4[O:21][CH2:22][O:23][C:19]=4[CH:18]=3)=[CH:15][C:10]=2[O:9][CH2:8]1.[BH3:5]. The yield is 0.691. (6) The reactants are B(Br)(Br)Br.[Br:5][CH2:6][CH2:7][O:8][C:9]1[CH:14]=[CH:13][C:12]([C:15]([C:17]2[CH:22]=[CH:21][C:20]([O:23]C)=[CH:19][CH:18]=2)=[O:16])=[CH:11][C:10]=1[F:25]. The catalyst is ClCCl. The product is [Br:5][CH2:6][CH2:7][O:8][C:9]1[CH:14]=[CH:13][C:12]([C:15]([C:17]2[CH:22]=[CH:21][C:20]([OH:23])=[CH:19][CH:18]=2)=[O:16])=[CH:11][C:10]=1[F:25]. The yield is 0.600. (7) The catalyst is N1C=CC=CC=1. The yield is 0.360. The product is [N:20]1[C:19]2[CH:18]=[CH:17][N:16]=[CH:15][C:14]=2[S:13][C:12]=1[C:10]1[CH:9]=[C:4]([CH:3]=[C:2]([NH:1][C:26](=[O:27])[C:25]2[CH:24]=[C:23]([O:22][CH3:21])[C:31]([O:32][CH3:33])=[C:30]([O:34][CH3:35])[CH:29]=2)[CH:11]=1)[C:5]([O:7][CH3:8])=[O:6]. The reactants are [NH2:1][C:2]1[CH:3]=[C:4]([CH:9]=[C:10]([C:12]2[S:13][C:14]3[CH:15]=[N:16][CH:17]=[CH:18][C:19]=3[N:20]=2)[CH:11]=1)[C:5]([O:7][CH3:8])=[O:6].[CH3:21][O:22][C:23]1[CH:24]=[C:25]([CH:29]=[C:30]([O:34][CH3:35])[C:31]=1[O:32][CH3:33])[C:26](Cl)=[O:27]. (8) The catalyst is CN(C)C=O.CC#N.O. The reactants are [C:1]1([C:17]2[CH:22]=[CH:21][CH:20]=[CH:19][CH:18]=2)[CH:6]=[CH:5][C:4]([CH:7]([NH:15][CH3:16])[CH2:8][N:9]2[CH2:14][CH2:13][O:12][CH2:11][CH2:10]2)=[CH:3][CH:2]=1.[O:23]=[C:24]1[N:29]([CH2:30][C:31]([OH:33])=O)[C:28]2[CH:34]=[C:35]([O:38][C:39]([F:42])([F:41])[F:40])[CH:36]=[CH:37][C:27]=2[O:26][CH2:25]1.C(N(CC)CC)C.F[P-](F)(F)(F)(F)F.N1(O[P+](N(C)C)(N(C)C)N(C)C)C2C=CC=CC=2N=N1.FC(F)(F)C(O)=O. The product is [C:1]1([C:17]2[CH:22]=[CH:21][CH:20]=[CH:19][CH:18]=2)[CH:2]=[CH:3][C:4]([CH:7]([N:15]([CH3:16])[C:31](=[O:33])[CH2:30][N:29]2[C:28]3[CH:34]=[C:35]([O:38][C:39]([F:42])([F:41])[F:40])[CH:36]=[CH:37][C:27]=3[O:26][CH2:25][C:24]2=[O:23])[CH2:8][N:9]2[CH2:10][CH2:11][O:12][CH2:13][CH2:14]2)=[CH:5][CH:6]=1. The yield is 0.420. (9) The product is [F:20][C:17]([F:18])([F:19])[C:12]([C:3]1[CH:4]=[CH:5][C:6]2[C:11](=[CH:10][CH:9]=[CH:8][CH:7]=2)[C:2]=1[NH:1][C:27]([CH:22]1[CH2:26][CH2:25][CH2:24][CH2:23]1)=[O:28])([OH:21])[C:13]([F:14])([F:15])[F:16]. The reactants are [NH2:1][C:2]1[C:11]2[C:6](=[CH:7][CH:8]=[CH:9][CH:10]=2)[CH:5]=[CH:4][C:3]=1[C:12]([OH:21])([C:17]([F:20])([F:19])[F:18])[C:13]([F:16])([F:15])[F:14].[CH:22]1([C:27](Cl)=[O:28])[CH2:26][CH2:25][CH2:24][CH2:23]1. No catalyst specified. The yield is 0.0500.